From a dataset of Reaction yield outcomes from USPTO patents with 853,638 reactions. Predict the reaction yield, written as a fraction of the theoretical maximum amount of product (1.0 means a 100% yield; for example, 0.34 means a 34% yield). (1) The reactants are CON(C)[C:4](=[O:21])[C:5]1[CH:10]=[CH:9][C:8]([C:11]2[C:15]([CH3:16])=[C:14]([C:17]([F:20])([F:19])[F:18])[O:13][N:12]=2)=[CH:7][CH:6]=1.[C:23]([Mg]Br)([CH3:26])([CH3:25])[CH3:24]. No catalyst specified. The product is [CH3:24][C:23]([CH3:26])([CH3:25])[C:4]([C:5]1[CH:6]=[CH:7][C:8]([C:11]2[C:15]([CH3:16])=[C:14]([C:17]([F:18])([F:19])[F:20])[O:13][N:12]=2)=[CH:9][CH:10]=1)=[O:21]. The yield is 0.0900. (2) The reactants are [NH2:1][C:2]1[CH:7]=[C:6]([CH2:8][OH:9])[CH:5]=[CH:4][N:3]=1.[C:10](O[C:10]([O:12][C:13]([CH3:16])([CH3:15])[CH3:14])=[O:11])([O:12][C:13]([CH3:16])([CH3:15])[CH3:14])=[O:11]. The catalyst is CC(O)(C)C. The product is [OH:9][CH2:8][C:6]1[CH:5]=[CH:4][N:3]=[C:2]([NH:1][C:10](=[O:11])[O:12][C:13]([CH3:16])([CH3:15])[CH3:14])[CH:7]=1. The yield is 0.710. (3) The reactants are [F:1][C:2]([F:21])([F:20])[O:3][C:4]1[CH:9]=[CH:8][C:7]([C:10]2[N:14]=[C:13]([C:15]([O:17]CC)=O)[O:12][N:11]=2)=[CH:6][CH:5]=1.C([O-])([O-])=O.[K+].[K+].Cl.Cl.[CH2:30]([NH:37][NH2:38])[C:31]1[CH:36]=[CH:35][CH:34]=[CH:33][CH:32]=1. The catalyst is C1COCC1. The product is [CH2:30]([NH:37][NH:38][C:15]([C:13]1[O:12][N:11]=[C:10]([C:7]2[CH:6]=[CH:5][C:4]([O:3][C:2]([F:1])([F:20])[F:21])=[CH:9][CH:8]=2)[N:14]=1)=[O:17])[C:31]1[CH:36]=[CH:35][CH:34]=[CH:33][CH:32]=1. The yield is 0.400. (4) The reactants are [CH2:1]([N:8]1[CH:12]=[C:11]([CH2:13][CH2:14][CH2:15][CH:16]=[O:17])[C:10]([O:18][CH2:19][CH3:20])=[N:9]1)[C:2]1[CH:7]=[CH:6][CH:5]=[CH:4][CH:3]=1.[BH4-].[Na+].Cl. The catalyst is C(O)C. The product is [CH2:1]([N:8]1[CH:12]=[C:11]([CH2:13][CH2:14][CH2:15][CH2:16][OH:17])[C:10]([O:18][CH2:19][CH3:20])=[N:9]1)[C:2]1[CH:3]=[CH:4][CH:5]=[CH:6][CH:7]=1. The yield is 0.930. (5) The reactants are [CH3:1][O:2][C:3]1[CH:12]=[C:11]2[C:6]([C:7]([S:13][C:14]3[S:15][C:16]([N+:19]([O-])=O)=[CH:17][CH:18]=3)=[CH:8][CH:9]=[N:10]2)=[CH:5][C:4]=1[C:22]([NH2:24])=[O:23].[Cl-].[NH4+].C(O)C.O. The catalyst is [Fe].CO.C(OCC)(=O)C.CN(C)C=O. The product is [NH2:19][C:16]1[S:15][C:14]([S:13][C:7]2[C:6]3[C:11](=[CH:12][C:3]([O:2][CH3:1])=[C:4]([C:22]([NH2:24])=[O:23])[CH:5]=3)[N:10]=[CH:9][CH:8]=2)=[CH:18][CH:17]=1. The yield is 0.560. (6) The reactants are [NH2:1][C:2]1[N:7]=[C:6]([O:8][CH2:9][CH3:10])[CH:5]=[C:4]([NH2:11])[N:3]=1.[N:12]([O-])=[O:13].[Na+]. The catalyst is C(O)(=O)C.O. The product is [N:12]([C:5]1[C:6]([O:8][CH2:9][CH3:10])=[N:7][C:2]([NH2:1])=[N:3][C:4]=1[NH2:11])=[O:13]. The yield is 0.680. (7) The reactants are [Br:1][C:2]1[CH:7]=[CH:6][C:5]([S:8](Cl)(=[O:10])=[O:9])=[CH:4][CH:3]=1.[NH2:12][C:13]1[CH:14]=[N:15][N:16]([CH3:19])[C:17]=1[CH3:18]. The catalyst is N1C=CC=CC=1. The product is [Br:1][C:2]1[CH:7]=[CH:6][C:5]([S:8]([NH:12][C:13]2[CH:14]=[N:15][N:16]([CH3:19])[C:17]=2[CH3:18])(=[O:10])=[O:9])=[CH:4][CH:3]=1. The yield is 0.710.